Dataset: Forward reaction prediction with 1.9M reactions from USPTO patents (1976-2016). Task: Predict the product of the given reaction. Given the reactants [C:1]([C:4]1[CH:13]=[CH:12][C:7]2[NH:8][C:9](=[O:11])[S:10][C:6]=2[CH:5]=1)(=[O:3])[CH3:2].[H-].[Na+].[CH3:16][Si:17]([CH3:24])([CH3:23])[CH2:18][CH2:19][O:20][CH2:21]Cl, predict the reaction product. The product is: [C:1]([C:4]1[CH:13]=[CH:12][C:7]2[N:8]([CH2:21][O:20][CH2:19][CH2:18][Si:17]([CH3:24])([CH3:23])[CH3:16])[C:9](=[O:11])[S:10][C:6]=2[CH:5]=1)(=[O:3])[CH3:2].